Dataset: Catalyst prediction with 721,799 reactions and 888 catalyst types from USPTO. Task: Predict which catalyst facilitates the given reaction. (1) Reactant: [CH2:1]([N:6]1[C:14]2[N:13]=[CH:12][N:11]([CH2:15][CH:16]=[CH2:17])[C:10]=2[C:9](=[O:18])[NH:8][C:7]1=[O:19])[CH2:2][CH2:3][CH2:4][CH3:5].[C:20](=O)([O-])[O-].[K+].[K+].CI. Product: [CH3:20][N:8]1[C:9](=[O:18])[C:10]2[N:11]([CH2:15][CH:16]=[CH2:17])[CH:12]=[N:13][C:14]=2[N:6]([CH2:1][CH2:2][CH2:3][CH2:4][CH3:5])[C:7]1=[O:19]. The catalyst class is: 3. (2) Reactant: [F:1][C:2]([F:26])([F:25])[C:3]1[CH:4]=[C:5]([S:9]([NH:12][C:13]2[CH:18]=[CH:17][CH:16]=[CH:15][C:14]=2/[CH:19]=[CH:20]/[C:21](OC)=[O:22])(=[O:11])=[O:10])[CH:6]=[CH:7][CH:8]=1.[OH-:27].[Na+].[NH2:29]O.Cl. Product: [OH:27][NH:29][C:21](=[O:22])/[CH:20]=[CH:19]/[C:14]1[CH:15]=[CH:16][CH:17]=[CH:18][C:13]=1[NH:12][S:9]([C:5]1[CH:6]=[CH:7][CH:8]=[C:3]([C:2]([F:26])([F:25])[F:1])[CH:4]=1)(=[O:11])=[O:10]. The catalyst class is: 36. (3) Reactant: [F:1][C:2]1[CH:23]=[CH:22][C:5]([C:6]([NH:8][CH:9]([C:18](=[O:21])[NH:19][CH3:20])[CH:10]([N+:15]([O-])=O)[C:11]([F:14])([F:13])[F:12])=[O:7])=[C:4]([C:24]([F:27])([F:26])[F:25])[CH:3]=1. Product: [NH2:15][CH:10]([C:11]([F:14])([F:12])[F:13])[CH:9]([NH:8][C:6](=[O:7])[C:5]1[CH:22]=[CH:23][C:2]([F:1])=[CH:3][C:4]=1[C:24]([F:26])([F:25])[F:27])[C:18](=[O:21])[NH:19][CH3:20]. The catalyst class is: 227. (4) Reactant: Cl.[NH2:2][CH2:3][CH2:4][C:5]1[C:13]2[C:8](=[CH:9][CH:10]=[CH:11][CH:12]=2)[NH:7][CH:6]=1.[CH3:14][O:15][C:16](=[O:25])[C:17]1[CH:22]=[CH:21][C:20]([CH:23]=O)=[CH:19][CH:18]=1.C(N(CC)CC)C.[BH-](OC(C)=O)(OC(C)=O)OC(C)=O.[Na+].C([O-])(O)=O.[Na+]. Product: [CH3:14][O:15][C:16](=[O:25])[C:17]1[CH:22]=[CH:21][C:20]([CH2:23][NH:2][CH2:3][CH2:4][C:5]2[C:13]3[C:8](=[CH:9][CH:10]=[CH:11][CH:12]=3)[NH:7][CH:6]=2)=[CH:19][CH:18]=1. The catalyst class is: 138. (5) Reactant: [CH2:1]([O:8][C:9]1[C:10]([C:44]([O:46][C:47]([CH3:50])([CH3:49])[CH3:48])=[O:45])=[N:11][C:12]([CH2:16][CH:17]2[CH2:22][CH2:21][N:20]([C:23]3[CH:28]=[CH:27][C:26]([C:29]4[CH:34]=[CH:33][C:32]([CH2:35][O:36][Si](C(C)(C)C)(C)C)=[CH:31][CH:30]=4)=[CH:25][CH:24]=3)[CH2:19][CH2:18]2)=[N:13][C:14]=1[CH3:15])[C:2]1[CH:7]=[CH:6][CH:5]=[CH:4][CH:3]=1.Cl.C(=O)([O-])O.[Na+]. Product: [CH2:1]([O:8][C:9]1[C:10]([C:44]([O:46][C:47]([CH3:50])([CH3:49])[CH3:48])=[O:45])=[N:11][C:12]([CH2:16][CH:17]2[CH2:18][CH2:19][N:20]([C:23]3[CH:28]=[CH:27][C:26]([C:29]4[CH:34]=[CH:33][C:32]([CH2:35][OH:36])=[CH:31][CH:30]=4)=[CH:25][CH:24]=3)[CH2:21][CH2:22]2)=[N:13][C:14]=1[CH3:15])[C:2]1[CH:7]=[CH:6][CH:5]=[CH:4][CH:3]=1. The catalyst class is: 12.